Dataset: Full USPTO retrosynthesis dataset with 1.9M reactions from patents (1976-2016). Task: Predict the reactants needed to synthesize the given product. (1) Given the product [C:2]([O:6][C:7](=[O:10])[CH2:8][NH:9][S:36]([C:33]1[CH:34]=[CH:35][C:30]([O:29][CH2:28][C:27]2[CH:40]=[CH:41][C:24]([F:23])=[CH:25][CH:26]=2)=[CH:31][CH:32]=1)(=[O:37])=[O:38])([CH3:5])([CH3:4])[CH3:3], predict the reactants needed to synthesize it. The reactants are: Cl.[C:2]([O:6][C:7](=[O:10])[CH2:8][NH2:9])([CH3:5])([CH3:4])[CH3:3].CN(C=O)C.C(N(CC)CC)C.[F:23][C:24]1[CH:41]=[CH:40][C:27]([CH2:28][O:29][C:30]2[CH:35]=[CH:34][C:33]([S:36](Cl)(=[O:38])=[O:37])=[CH:32][CH:31]=2)=[CH:26][CH:25]=1. (2) Given the product [OH:35][NH:34][C:3](=[O:2])[C:4]1[CH:9]=[CH:8][C:7]([O:10][CH2:11][CH2:12][NH:13][C:14]([C:16]2[O:17][C:18]3[CH:24]=[CH:23][C:22]([O:25][CH2:26][CH2:27][N:28]4[CH2:29][CH2:30][CH2:31][CH2:32]4)=[CH:21][C:19]=3[CH:20]=2)=[O:15])=[CH:6][CH:5]=1, predict the reactants needed to synthesize it. The reactants are: C[O:2][C:3](=O)[C:4]1[CH:9]=[CH:8][C:7]([O:10][CH2:11][CH2:12][NH:13][C:14]([C:16]2[O:17][C:18]3[CH:24]=[CH:23][C:22]([O:25][CH2:26][CH2:27][N:28]4[CH2:32][CH2:31][CH2:30][CH2:29]4)=[CH:21][C:19]=3[CH:20]=2)=[O:15])=[CH:6][CH:5]=1.[NH2:34][OH:35].[OH-].[Na+]. (3) Given the product [F:33][C:21]1[CH:22]=[C:23]([N:26]2[CH:31]=[CH:30][CH:29]=[CH:28][C:27]2=[O:32])[CH:24]=[CH:25][C:20]=1[NH:19][C:16]([CH2:15][N:12]1[CH:13]=[N:14][C:10]([NH:9][C:7]([C:5]2[S:6][C:2]([Cl:1])=[CH:3][CH:4]=2)=[O:8])=[N:11]1)=[O:18], predict the reactants needed to synthesize it. The reactants are: [Cl:1][C:2]1[S:6][C:5]([C:7]([NH:9][C:10]2[N:14]=[CH:13][N:12]([CH2:15][C:16]([OH:18])=O)[N:11]=2)=[O:8])=[CH:4][CH:3]=1.[NH2:19][C:20]1[CH:25]=[CH:24][C:23]([N:26]2[CH:31]=[CH:30][CH:29]=[CH:28][C:27]2=[O:32])=[CH:22][C:21]=1[F:33].